Dataset: Peptide-MHC class II binding affinity with 134,281 pairs from IEDB. Task: Regression. Given a peptide amino acid sequence and an MHC pseudo amino acid sequence, predict their binding affinity value. This is MHC class II binding data. (1) The peptide sequence is SLETVAIDRPAEVRKHHHHHH. The MHC is DRB1_0901 with pseudo-sequence DRB1_0901. The binding affinity (normalized) is 0.382. (2) The peptide sequence is ENGSMRVFVDVIRALD. The MHC is DRB1_1101 with pseudo-sequence DRB1_1101. The binding affinity (normalized) is 0.744.